Regression. Given a peptide amino acid sequence and an MHC pseudo amino acid sequence, predict their binding affinity value. This is MHC class I binding data. From a dataset of Peptide-MHC class I binding affinity with 185,985 pairs from IEDB/IMGT. (1) The peptide sequence is IQGTLAKAY. The MHC is HLA-B07:02 with pseudo-sequence HLA-B07:02. The binding affinity (normalized) is 0.0847. (2) The peptide sequence is KYYTSYTLK. The binding affinity (normalized) is 0.0847. The MHC is HLA-B08:03 with pseudo-sequence HLA-B08:03. (3) The peptide sequence is LPNVDLTTM. The binding affinity (normalized) is 1.00. The MHC is HLA-B53:01 with pseudo-sequence HLA-B53:01. (4) The peptide sequence is TPGPGIRYPL. The MHC is HLA-A02:02 with pseudo-sequence HLA-A02:02. The binding affinity (normalized) is 0. (5) The peptide sequence is FPASHMATY. The MHC is HLA-C04:01 with pseudo-sequence HLA-C04:01. The binding affinity (normalized) is 0.213.